Dataset: NCI-60 drug combinations with 297,098 pairs across 59 cell lines. Task: Regression. Given two drug SMILES strings and cell line genomic features, predict the synergy score measuring deviation from expected non-interaction effect. (1) Drug 1: C1CCC(CC1)NC(=O)N(CCCl)N=O. Drug 2: CC(C)CN1C=NC2=C1C3=CC=CC=C3N=C2N. Cell line: MCF7. Synergy scores: CSS=2.69, Synergy_ZIP=-0.898, Synergy_Bliss=2.30, Synergy_Loewe=-0.281, Synergy_HSA=0.0431. (2) Drug 1: CC12CCC(CC1=CCC3C2CCC4(C3CC=C4C5=CN=CC=C5)C)O. Drug 2: C1=CC(=CC=C1C#N)C(C2=CC=C(C=C2)C#N)N3C=NC=N3. Cell line: HOP-92. Synergy scores: CSS=8.81, Synergy_ZIP=-1.56, Synergy_Bliss=1.81, Synergy_Loewe=-1.26, Synergy_HSA=2.66.